This data is from Full USPTO retrosynthesis dataset with 1.9M reactions from patents (1976-2016). The task is: Predict the reactants needed to synthesize the given product. (1) Given the product [N:1]1([C:7]2[CH:8]=[C:9]([CH:13]=[C:14]([N+:16]([O-:18])=[O:17])[CH:15]=2)[C:10]([NH2:19])=[O:11])[CH2:6][CH2:5][O:4][CH2:3][CH2:2]1, predict the reactants needed to synthesize it. The reactants are: [N:1]1([C:7]2[CH:8]=[C:9]([CH:13]=[C:14]([N+:16]([O-:18])=[O:17])[CH:15]=2)[C:10](O)=[O:11])[CH2:6][CH2:5][O:4][CH2:3][CH2:2]1.[NH3:19]. (2) Given the product [Br:8][C:9]1[CH:14]=[CH:13][C:12]([C:1](=[O:7])[CH2:2][CH2:3][C:4]([OH:6])=[O:5])=[C:11]([CH3:15])[CH:10]=1, predict the reactants needed to synthesize it. The reactants are: [C:1]1(=[O:7])[O:6][C:4](=[O:5])[CH2:3][CH2:2]1.[Br:8][C:9]1[CH:10]=[C:11]([CH3:15])[CH:12]=[CH:13][CH:14]=1.[Al+3].[Cl-].[Cl-].[Cl-].Cl. (3) Given the product [C:29]([C:2]1[CH:3]=[C:4]2[C:9]([NH:10][C@@H:11]3[CH2:22][C@@H:14]4[CH2:15][N:16]([S:18]([CH3:21])(=[O:20])=[O:19])[CH2:17][C@@H:13]4[C@H:12]3[CH3:23])=[C:8]([C:24]([NH2:26])=[O:25])[CH:7]=[N:6][N:5]2[CH:27]=1)#[N:30], predict the reactants needed to synthesize it. The reactants are: Br[C:2]1[CH:3]=[C:4]2[C:9]([NH:10][C@@H:11]3[CH2:22][C@@H:14]4[CH2:15][N:16]([S:18]([CH3:21])(=[O:20])=[O:19])[CH2:17][C@@H:13]4[C@H:12]3[CH3:23])=[C:8]([C:24]([NH2:26])=[O:25])[CH:7]=[N:6][N:5]2[CH:27]=1.[Cu][C:29]#[N:30]. (4) Given the product [CH3:21][CH:20]([CH3:22])[CH2:19][C@H:18]([NH:23][C:24](=[O:30])[O:25][C:26]([CH3:29])([CH3:28])[CH3:27])[CH2:17][O:16][C:15]1[CH:14]=[CH:13][C:12]2[C:11]3[C:6](=[CH:7][N:8]=[CH:9][CH:10]=3)[C:3](=[O:5])[NH:4][C:32]=2[CH:31]=1, predict the reactants needed to synthesize it. The reactants are: [H-].[Na+].[C:3]([C:6]1[CH:7]=[N:8][CH:9]=[CH:10][C:11]=1[C:12]1[CH:32]=[CH:31][C:15]([O:16][CH2:17][C@@H:18]([NH:23][C:24](=[O:30])[O:25][C:26]([CH3:29])([CH3:28])[CH3:27])[CH2:19][CH:20]([CH3:22])[CH3:21])=[CH:14][C:13]=1F)(=[O:5])[NH2:4]. (5) The reactants are: Cl.[CH3:2][C:3]1[N:8]=[CH:7][C:6]([CH2:9][CH2:10][CH2:11][NH:12]C(=O)OC(C)(C)C)=[CH:5][C:4]=1[NH:20][C:21]1[N:22]=[CH:23][C:24]2[CH2:25][C:26](=[O:40])[NH:27][C:28]3[CH:35]=[C:34]([C:36]([F:39])([F:38])[F:37])[CH:33]=[CH:32][C:29]=3[C:30]=2[N:31]=1. Given the product [NH2:12][CH2:11][CH2:10][CH2:9][C:6]1[CH:5]=[C:4]([NH:20][C:21]2[N:22]=[CH:23][C:24]3[CH2:25][C:26](=[O:40])[NH:27][C:28]4[CH:35]=[C:34]([C:36]([F:39])([F:38])[F:37])[CH:33]=[CH:32][C:29]=4[C:30]=3[N:31]=2)[C:3]([CH3:2])=[N:8][CH:7]=1, predict the reactants needed to synthesize it. (6) Given the product [F:13][C:14]([P:16](=[O:23])([O:17][CH2:18][CH3:19])[O:20][CH2:21][CH3:22])([F:15])[CH2:32][CH2:31][O:30][CH2:29][CH2:28][O:27][CH2:26][CH2:25][I:24], predict the reactants needed to synthesize it. The reactants are: C(NC(C)C)(C)C.C([Li])CCC.[F:13][CH:14]([P:16](=[O:23])([O:20][CH2:21][CH3:22])[O:17][CH2:18][CH3:19])[F:15].[I:24][CH2:25][CH2:26][O:27][CH2:28][CH2:29][O:30][CH2:31][CH2:32]I. (7) The reactants are: [CH3:1][O:2][CH2:3][CH2:4][O:5][C:6]1[CH:7]=[C:8]2[C:12](=[C:13]([N:15]([CH3:25])[S:16]([C:19]3[CH:24]=[CH:23][CH:22]=[CH:21][N:20]=3)(=[O:18])=[O:17])[CH:14]=1)[NH:11][C:10]([C:26]1[S:27][CH:28]([CH2:31][C:32](O)=[O:33])[CH2:29][N:30]=1)=[CH:9]2.N1(O)C2C=CC=CC=2N=N1.Cl.CN(C)CCCN=C=NCC.[CH3:57][NH:58][CH2:59][CH2:60][OH:61]. Given the product [OH:61][CH2:60][CH2:59][N:58]([CH3:57])[C:32](=[O:33])[CH2:31][CH:28]1[S:27][C:26]([C:10]2[NH:11][C:12]3[C:8]([CH:9]=2)=[CH:7][C:6]([O:5][CH2:4][CH2:3][O:2][CH3:1])=[CH:14][C:13]=3[N:15]([CH3:25])[S:16]([C:19]2[CH:24]=[CH:23][CH:22]=[CH:21][N:20]=2)(=[O:17])=[O:18])=[N:30][CH2:29]1, predict the reactants needed to synthesize it. (8) Given the product [CH:1]1([C:4]2[CH:5]=[CH:6][C:7]([NH:14][C:15]3[CH:16]=[C:17]4[C:21](=[CH:22][CH:23]=3)[N:20]([CH2:24][C:25]3[CH:30]=[CH:29][C:28]([N:32]5[CH2:37][CH2:36][O:35][CH2:34][CH2:33]5)=[CH:27][CH:26]=3)[CH:19]=[CH:18]4)=[C:8]([CH:13]=2)[C:9]([O:11][CH3:12])=[O:10])[CH2:3][CH2:2]1, predict the reactants needed to synthesize it. The reactants are: [CH:1]1([C:4]2[CH:5]=[CH:6][C:7]([NH:14][C:15]3[CH:16]=[C:17]4[C:21](=[CH:22][CH:23]=3)[N:20]([CH2:24][C:25]3[CH:30]=[CH:29][C:28](I)=[CH:27][CH:26]=3)[CH:19]=[CH:18]4)=[C:8]([CH:13]=2)[C:9]([O:11][CH3:12])=[O:10])[CH2:3][CH2:2]1.[NH:32]1[CH2:37][CH2:36][O:35][CH2:34][CH2:33]1.C(=O)([O-])[O-].[Cs+].[Cs+]. (9) The reactants are: [F:1][C:2]([F:15])([F:14])[C:3]1[NH:13][C:6]2=[N:7][CH:8]=[C:9]([CH2:11][NH2:12])[CH:10]=[C:5]2[CH:4]=1.[Cl:16][C:17]1[C:22]([CH3:23])=[C:21]([CH:24]2[CH2:26][CH2:25]2)[N:20]=[CH:19][N:18]=1.CCN(C(C)C)C(C)C.Cl.CCOCC. Given the product [ClH:16].[CH:24]1([C:21]2[N:20]=[CH:19][N:18]=[C:17]([NH:12][CH2:11][C:9]3[CH:10]=[C:5]4[CH:4]=[C:3]([C:2]([F:1])([F:14])[F:15])[NH:13][C:6]4=[N:7][CH:8]=3)[C:22]=2[CH3:23])[CH2:26][CH2:25]1, predict the reactants needed to synthesize it.